From a dataset of Peptide-MHC class I binding affinity with 185,985 pairs from IEDB/IMGT. Regression. Given a peptide amino acid sequence and an MHC pseudo amino acid sequence, predict their binding affinity value. This is MHC class I binding data. (1) The peptide sequence is IHYAGWVSL. The MHC is HLA-B40:01 with pseudo-sequence HLA-B40:01. The binding affinity (normalized) is 0.0847. (2) The peptide sequence is YTVEFDRDK. The MHC is HLA-A31:01 with pseudo-sequence HLA-A31:01. The binding affinity (normalized) is 0.0373.